This data is from Peptide-MHC class I binding affinity with 185,985 pairs from IEDB/IMGT. The task is: Regression. Given a peptide amino acid sequence and an MHC pseudo amino acid sequence, predict their binding affinity value. This is MHC class I binding data. (1) The peptide sequence is RPMTYKAAV. The MHC is HLA-A02:01 with pseudo-sequence HLA-A02:01. The binding affinity (normalized) is 0. (2) The peptide sequence is MEFEPFQSLV. The MHC is Mamu-A11 with pseudo-sequence Mamu-A11. The binding affinity (normalized) is 0.902. (3) The peptide sequence is YVFPVIFSR. The MHC is Mamu-B08 with pseudo-sequence Mamu-B08. The binding affinity (normalized) is 0. (4) The peptide sequence is TVRPGNKGY. The MHC is HLA-A03:01 with pseudo-sequence HLA-A03:01. The binding affinity (normalized) is 0.336. (5) The peptide sequence is ILDDNLYKV. The MHC is HLA-A02:11 with pseudo-sequence HLA-A02:11. The binding affinity (normalized) is 1.00. (6) The peptide sequence is TAVPWNASW. The MHC is HLA-A24:02 with pseudo-sequence HLA-A24:02. The binding affinity (normalized) is 0.221. (7) The peptide sequence is GYGATSSSL. The MHC is HLA-A02:03 with pseudo-sequence HLA-A02:03. The binding affinity (normalized) is 0.